This data is from Catalyst prediction with 721,799 reactions and 888 catalyst types from USPTO. The task is: Predict which catalyst facilitates the given reaction. Reactant: Br[C:2]1[CH:3]=[CH:4][C:5]([C:8](=[O:10])[CH3:9])=[N:6][CH:7]=1.O1CCO[CH2:13][CH2:12]1. Product: [CH2:12]([C:2]1[CH:3]=[CH:4][C:5]([C:8](=[O:10])[CH3:9])=[N:6][CH:7]=1)[CH3:13]. The catalyst class is: 140.